From a dataset of Forward reaction prediction with 1.9M reactions from USPTO patents (1976-2016). Predict the product of the given reaction. (1) Given the reactants [CH3:1][C:2]1[CH:3]=[C:4]([CH:7]=[C:8]([CH3:11])[C:9]=1[OH:10])[CH:5]=[O:6].C(=O)([O-])[O-].[Cs+].[Cs+].Br[C:19]([CH3:26])([CH3:25])[C:20]([O:22][CH2:23][CH3:24])=[O:21].C(OCC)(=O)C, predict the reaction product. The product is: [CH:5]([C:4]1[CH:7]=[C:8]([CH3:11])[C:9]([O:10][C:19]([CH3:26])([CH3:25])[C:20]([O:22][CH2:23][CH3:24])=[O:21])=[C:2]([CH3:1])[CH:3]=1)=[O:6]. (2) Given the reactants [N+:1]([C:4]1[N:9]=[CH:8][C:7]([C:10]2[CH2:11][CH2:12][N:13](C(OC(C)(C)C)=O)[CH2:14][CH:15]=2)=[CH:6][CH:5]=1)([O-:3])=[O:2].C(OC(=O)C)C.[ClH:29], predict the reaction product. The product is: [ClH:29].[N+:1]([C:4]1[N:9]=[CH:8][C:7]([C:10]2[CH2:11][CH2:12][NH:13][CH2:14][CH:15]=2)=[CH:6][CH:5]=1)([O-:3])=[O:2]. (3) Given the reactants [CH3:1][O:2][C:3](=[O:15])[C:4]1[CH:13]=[C:12]([OH:14])[CH:11]=[C:6]([C:7]([O:9][CH3:10])=[O:8])[CH:5]=1.C1N2CCN(CC2)C1.[CH3:24][N:25]([CH3:29])[C:26](Cl)=[S:27], predict the reaction product. The product is: [CH3:10][O:9][C:7](=[O:8])[C:6]1[CH:11]=[C:12]([O:14][C:26](=[S:27])[N:25]([CH3:29])[CH3:24])[CH:13]=[C:4]([C:3]([O:2][CH3:1])=[O:15])[CH:5]=1. (4) Given the reactants C(OC([N:8]1[CH2:13][CH2:12][C:11]2[N:14](COCC[Si](C)(C)C)[N:15]=[C:16]([C:17]3[S:18][CH:19]=[CH:20][N:21]=3)[C:10]=2[CH2:9]1)=O)(C)(C)C.O1CCOCC1, predict the reaction product. The product is: [NH:14]1[C:11]2[CH2:12][CH2:13][NH:8][CH2:9][C:10]=2[C:16]([C:17]2[S:18][CH:19]=[CH:20][N:21]=2)=[N:15]1. (5) Given the reactants Cl[C:2]1[CH:7]=[C:6]([N:8]2[CH2:13][CH2:12][O:11][CH2:10][CH2:9]2)[N:5]=[C:4]([C:14]([O:16][CH3:17])=[O:15])[CH:3]=1.[CH2:18]([NH:20][C:21]([NH:23][C:24]1[CH:29]=[C:28]([C:30]2[S:31][CH:32]=[C:33]([C:35]([F:38])([F:37])[F:36])[N:34]=2)[C:27](B2OC(C)(C)C(C)(C)O2)=[CH:26][N:25]=1)=[O:22])[CH3:19].O1CCOCC1.C(=O)(O)[O-].[Na+], predict the reaction product. The product is: [CH2:18]([NH:20][C:21](=[O:22])[NH:23][C:24]1[N:25]=[CH:26][C:27]([C:2]2[CH:7]=[C:6]([N:8]3[CH2:13][CH2:12][O:11][CH2:10][CH2:9]3)[N:5]=[C:4]([C:14]([O:16][CH3:17])=[O:15])[CH:3]=2)=[C:28]([C:30]2[S:31][CH:32]=[C:33]([C:35]([F:38])([F:37])[F:36])[N:34]=2)[CH:29]=1)[CH3:19]. (6) Given the reactants [Br:1][C:2]1[CH:3]=[C:4]2[CH:10]=[C:9]([Si](C)(C)C)[S:8][C:5]2=[N:6][CH:7]=1.C([O-])([O-])=O.[K+].[K+], predict the reaction product. The product is: [Br:1][C:2]1[CH:3]=[C:4]2[CH:10]=[CH:9][S:8][C:5]2=[N:6][CH:7]=1. (7) Given the reactants [CH:1]([C:4]1[CH:5]=[C:6]([C:12]([OH:14])=O)[O:7][C:8]=1[CH:9]([CH3:11])[CH3:10])([CH3:3])[CH3:2].[NH2:15][C:16]1[CH:21]=[CH:20][C:19]([CH2:22][C:23]([O:25][CH2:26][CH3:27])=[O:24])=[CH:18][CH:17]=1, predict the reaction product. The product is: [CH:1]([C:4]1[CH:5]=[C:6]([C:12]([NH:15][C:16]2[CH:17]=[CH:18][C:19]([CH2:22][C:23]([O:25][CH2:26][CH3:27])=[O:24])=[CH:20][CH:21]=2)=[O:14])[O:7][C:8]=1[CH:9]([CH3:10])[CH3:11])([CH3:2])[CH3:3]. (8) Given the reactants [CH:1]([C:4]1[CH:12]=[C:11]2[C:7]([CH:8]=[N:9][NH:10]2)=[CH:6][C:5]=1[OH:13])([CH3:3])[CH3:2].[C@@H]1(N)CCCC[C@H]1N.[O-]P([O-])([O-])=O.[K+].[K+].[K+].[F:30][C:31]1[CH:36]=[CH:35][C:34](I)=[CH:33][CH:32]=1, predict the reaction product. The product is: [F:30][C:31]1[CH:36]=[CH:35][C:34]([N:10]2[C:11]3[C:7](=[CH:6][C:5]([OH:13])=[C:4]([CH:1]([CH3:3])[CH3:2])[CH:12]=3)[CH:8]=[N:9]2)=[CH:33][CH:32]=1. (9) Given the reactants C(C1C=C(NC(=O)CCCC2C=CC([B:25]([OH:27])[OH:26])=CC=2)C=CC=1S(CC)(=O)=O)#N.[C:29]([C:31]1[CH:32]=[C:33]([NH:37][C:38](=[O:53])[O:39][CH2:40][CH2:41][C:42]2[C:47]([CH2:48][CH3:49])=[CH:46][C:45](Br)=[CH:44][C:43]=2[CH2:51][CH3:52])[CH:34]=[CH:35][CH:36]=1)#[N:30], predict the reaction product. The product is: [C:29]([C:31]1[CH:32]=[C:33]([NH:37][C:38]([O:39][CH2:40][CH2:41][C:42]2[C:47]([CH2:48][CH3:49])=[CH:46][C:45]([B:25]([OH:27])[OH:26])=[CH:44][C:43]=2[CH2:51][CH3:52])=[O:53])[CH:34]=[CH:35][CH:36]=1)#[N:30].